Dataset: Forward reaction prediction with 1.9M reactions from USPTO patents (1976-2016). Task: Predict the product of the given reaction. (1) The product is: [F:1][C:2]1[CH:7]=[C:6]([I:8])[CH:5]=[CH:4][C:3]=1[NH:9][C:10]1[CH:11]=[N:12][CH:13]=[CH:14][C:15]=1[C:16]1[N:20]=[CH:19][O:18][N:17]=1. Given the reactants [F:1][C:2]1[CH:7]=[C:6]([I:8])[CH:5]=[CH:4][C:3]=1[NH:9][C:10]1[CH:11]=[N:12][CH:13]=[CH:14][C:15]=1[C:16]1[N:20]=[C:19](C(OCC)=O)[O:18][N:17]=1.[OH-].[Li+], predict the reaction product. (2) Given the reactants Cl[CH2:2][CH2:3][CH2:4][CH:5]([C:14]1O[C:16]([C:19]2[CH:24]=[CH:23][C:22]([C:25]3[O:29][C:28]([CH3:30])=[N:27][CH:26]=3)=[C:21]([O:31][CH3:32])[CH:20]=2)=[N:17][N:18]=1)[C:6]1[CH:11]=[CH:10][C:9]([F:12])=[CH:8][C:7]=1[F:13].[N-:33]=[N+]=[N-].[Na+].C1(P(C2C=CC=CC=2)C2C=CC=CC=2)C=CC=CC=1, predict the reaction product. The product is: [F:13][C:7]1[CH:8]=[C:9]([F:12])[CH:10]=[CH:11][C:6]=1[CH:5]1[CH2:4][CH2:3][CH2:2][N:33]2[C:16]([C:19]3[CH:24]=[CH:23][C:22]([C:25]4[O:29][C:28]([CH3:30])=[N:27][CH:26]=4)=[C:21]([O:31][CH3:32])[CH:20]=3)=[N:17][N:18]=[C:14]12. (3) Given the reactants [Cl:1][C:2]1[CH:7]=[CH:6][C:5]([N:8]2[CH2:13][NH:12][CH2:11][N:10]([C:14](=[O:23])[C:15]3[C:20]([F:21])=[CH:19][CH:18]=[CH:17][C:16]=3[F:22])[C:9]2=[O:24])=[CH:4][CH:3]=1.C(N(CC)CC)C.[CH3:32][S:33](Cl)(=[O:35])=[O:34], predict the reaction product. The product is: [Cl:1][C:2]1[CH:7]=[CH:6][C:5]([N:8]2[CH2:13][N:12]([S:33]([CH3:32])(=[O:35])=[O:34])[CH2:11][N:10]([C:14](=[O:23])[C:15]3[C:20]([F:21])=[CH:19][CH:18]=[CH:17][C:16]=3[F:22])[C:9]2=[O:24])=[CH:4][CH:3]=1.